Task: Predict the reaction yield, written as a fraction of the theoretical maximum amount of product (1.0 means a 100% yield; for example, 0.34 means a 34% yield).. Dataset: Reaction yield outcomes from USPTO patents with 853,638 reactions (1) The reactants are [C:1](OCC)(=O)CC(OCC)=O.[H-].[Na+].[Cl:14][C:15]1[CH:23]=[CH:22][C:18]([C:19](Cl)=[O:20])=[C:17]([N+:24]([O-:26])=[O:25])[CH:16]=1. The catalyst is C1COCC1. The product is [Cl:14][C:15]1[CH:23]=[CH:22][C:18]([C:19](=[O:20])[CH3:1])=[C:17]([N+:24]([O-:26])=[O:25])[CH:16]=1. The yield is 0.330. (2) The reactants are [Cl:1][C:2]1[C:3]([C:17]([OH:19])=[O:18])=[CH:4][CH:5]=[C:6]2[C:10]=1[NH:9][CH:8]=[C:7]2[C:11]1[CH2:16][CH2:15][CH2:14][CH2:13][CH:12]=1.C1COCC1.[H][H]. The catalyst is [OH-].[OH-].[Pd+2].CO. The product is [Cl:1][C:2]1[C:3]([C:17]([OH:19])=[O:18])=[CH:4][CH:5]=[C:6]2[C:10]=1[NH:9][CH:8]=[C:7]2[CH:11]1[CH2:16][CH2:15][CH2:14][CH2:13][CH2:12]1. The yield is 0.980. (3) The reactants are [Br:1][C:2]1[CH:3]=[CH:4][C:5]([C:9]#[N:10])=[N:6][C:7]=1[CH3:8].O.[NH2:12][NH2:13]. The catalyst is C(O)C. The product is [Br:1][C:2]1[CH:3]=[CH:4][C:5]([C:9](=[N:12][NH2:13])[NH2:10])=[N:6][C:7]=1[CH3:8]. The yield is 0.930.